From a dataset of Forward reaction prediction with 1.9M reactions from USPTO patents (1976-2016). Predict the product of the given reaction. (1) Given the reactants [OH:1][C:2]1[CH:3]=[N:4][CH:5]=[CH:6][CH:7]=1.[H-].[Na+].Cl[C:11]1[N:16]=[N:15][C:14]([C:17]([NH2:19])=[O:18])=[C:13]([NH:20][C:21]2[CH:26]=[CH:25][CH:24]=[C:23]([CH3:27])[N:22]=2)[CH:12]=1, predict the reaction product. The product is: [CH3:27][C:23]1[N:22]=[C:21]([NH:20][C:13]2[CH:12]=[C:11]([O:1][C:2]3[CH:3]=[N:4][CH:5]=[CH:6][CH:7]=3)[N:16]=[N:15][C:14]=2[C:17]([NH2:19])=[O:18])[CH:26]=[CH:25][CH:24]=1. (2) Given the reactants Br[C:2]1[CH:3]=[C:4]([CH:7]=[CH:8][CH:9]=1)[C:5]#[N:6].[C:10]([C@@H:13]([C@H:15]([C:17]([O-:19])=[O:18])[OH:16])[OH:14])([O-:12])=[O:11], predict the reaction product. The product is: [C:10]([C@@H:13]([C@H:15]([C:17]([OH:19])=[O:18])[OH:16])[OH:14])([OH:12])=[O:11].[C:5](#[N:6])[C:4]1[CH:7]=[CH:8][CH:9]=[CH:2][CH:3]=1. (3) The product is: [C:5]([NH:9][C:12](=[O:11])[C:13]1[CH:18]=[CH:17][C:16]([O:19][CH2:20][C:21]2[C:22]([C:28]3[CH:33]=[CH:32][C:31]([F:34])=[C:30]([F:35])[CH:29]=3)=[N:23][O:24][C:25]=2[CH2:26][OH:27])=[N:15][CH:14]=1)([CH3:8])([CH3:7])[CH3:6]. Given the reactants C[Al](C)C.[C:5]([NH2:9])([CH3:8])([CH3:7])[CH3:6].C[O:11][C:12](=O)[C:13]1[CH:18]=[CH:17][C:16]([O:19][CH2:20][C:21]2[C:22]([C:28]3[CH:33]=[CH:32][C:31]([F:34])=[C:30]([F:35])[CH:29]=3)=[N:23][O:24][C:25]=2[CH2:26][OH:27])=[N:15][CH:14]=1.C(OCC)(=O)C, predict the reaction product. (4) The product is: [F:14][C:4]1[CH:3]=[C:2]([C:21]2([OH:20])[CH2:24][CH:23]([C:25]([OH:27])=[O:26])[CH2:22]2)[CH:13]=[CH:12][C:5]=1[CH2:6][N:7]1[CH2:11][CH2:10][CH2:9][CH2:8]1. Given the reactants Br[C:2]1[CH:13]=[CH:12][C:5]([CH2:6][N:7]2[CH2:11][CH2:10][CH2:9][CH2:8]2)=[C:4]([F:14])[CH:3]=1.[Li]CCCC.[O:20]=[C:21]1[CH2:24][CH:23]([C:25]([OH:27])=[O:26])[CH2:22]1, predict the reaction product.